From a dataset of Reaction yield outcomes from USPTO patents with 853,638 reactions. Predict the reaction yield, written as a fraction of the theoretical maximum amount of product (1.0 means a 100% yield; for example, 0.34 means a 34% yield). (1) The reactants are [C:1]([O:5][C:6]([N:8]1[CH2:14][CH2:13][C:12]2[C:15]([NH:20][CH2:21][C:22]3[CH:27]=[CH:26][C:25]([C:28](O)=[O:29])=[CH:24][CH:23]=3)=[C:16]([Cl:19])[CH:17]=[CH:18][C:11]=2[CH2:10][CH2:9]1)=[O:7])([CH3:4])([CH3:3])[CH3:2].Cl.CN.[CH2:34]([N:36](CC)CC)C.CN(C(ON1N=NC2C=CC=NC1=2)=[N+](C)C)C.F[P-](F)(F)(F)(F)F. The catalyst is CN(C=O)C. The product is [C:1]([O:5][C:6]([N:8]1[CH2:14][CH2:13][C:12]2[C:15]([NH:20][CH2:21][C:22]3[CH:27]=[CH:26][C:25]([C:28](=[O:29])[NH:36][CH3:34])=[CH:24][CH:23]=3)=[C:16]([Cl:19])[CH:17]=[CH:18][C:11]=2[CH2:10][CH2:9]1)=[O:7])([CH3:4])([CH3:3])[CH3:2]. The yield is 0.930. (2) The reactants are FC(F)(F)C(O)=O.[CH3:8][O:9][C:10]1[CH:11]=[C:12]([CH:37]=[C:38]([O:40][CH3:41])[CH:39]=1)[CH2:13][CH2:14][C:15]1[CH:19]=[C:18]([NH:20][C:21](=[O:29])[C:22]2[CH:27]=[CH:26][C:25]([I:28])=[CH:24][CH:23]=2)[N:17](C(OC(C)(C)C)=O)[N:16]=1. The catalyst is C(Cl)Cl. The product is [CH3:8][O:9][C:10]1[CH:11]=[C:12]([CH2:13][CH2:14][C:15]2[CH:19]=[C:18]([NH:20][C:21](=[O:29])[C:22]3[CH:23]=[CH:24][C:25]([I:28])=[CH:26][CH:27]=3)[NH:17][N:16]=2)[CH:37]=[C:38]([O:40][CH3:41])[CH:39]=1. The yield is 0.243.